Dataset: Full USPTO retrosynthesis dataset with 1.9M reactions from patents (1976-2016). Task: Predict the reactants needed to synthesize the given product. (1) The reactants are: [F:1][C:2]1[C:7]([CH:8]=O)=[C:6]([OH:10])[C:5]([O:11][CH3:12])=[CH:4][CH:3]=1.CCCCCCC.[C:20](OCC)(=[O:22])[CH3:21]. Given the product [F:1][C:2]1[C:7]([CH2:8][CH2:21][CH2:20][OH:22])=[C:6]([OH:10])[C:5]([O:11][CH3:12])=[CH:4][CH:3]=1, predict the reactants needed to synthesize it. (2) Given the product [Cl:1][C:2]1[N:3]=[C:4]([NH:3][CH2:4][CH2:5][CH3:6])[C:5]2[N:11]=[C:10]([Cl:12])[N:9]=[C:8]([NH:18][CH2:15][CH2:16][CH3:17])[C:6]=2[N:7]=1, predict the reactants needed to synthesize it. The reactants are: [Cl:1][C:2]1[N:3]=[C:4](Cl)[C:5]2[N:11]=[C:10]([Cl:12])[N:9]=[C:8](Cl)[C:6]=2[N:7]=1.[CH2:15]([NH2:18])[CH2:16][CH3:17].O. (3) Given the product [Cl:35][C:32]1[CH:33]=[CH:34][C:29]([C:26]2[S:27][CH:28]=[C:24]([CH2:23][S:22][C:4]3[C:5]([C:20]#[N:21])=[C:6]([C:10]4[CH:11]=[CH:12][C:13]([O:16][CH2:17][CH2:18][OH:19])=[CH:14][CH:15]=4)[C:7]([C:8]#[N:9])=[C:2]([NH:40][CH2:39][CH2:38][F:37])[N:3]=3)[N:25]=2)=[CH:30][CH:31]=1, predict the reactants needed to synthesize it. The reactants are: Cl[C:2]1[C:7]([C:8]#[N:9])=[C:6]([C:10]2[CH:15]=[CH:14][C:13]([O:16][CH2:17][CH2:18][OH:19])=[CH:12][CH:11]=2)[C:5]([C:20]#[N:21])=[C:4]([S:22][CH2:23][C:24]2[N:25]=[C:26]([C:29]3[CH:34]=[CH:33][C:32]([Cl:35])=[CH:31][CH:30]=3)[S:27][CH:28]=2)[N:3]=1.Cl.[F:37][CH2:38][CH2:39][NH2:40].C(N(CC)C(C)C)(C)C. (4) Given the product [NH2:8][C:4]1[N:3]=[C:2]([NH:1][C:18](=[O:23])[C:19]([CH3:22])([CH3:21])[CH3:20])[CH:7]=[CH:6][CH:5]=1, predict the reactants needed to synthesize it. The reactants are: [NH2:1][C:2]1[CH:7]=[CH:6][CH:5]=[C:4]([NH2:8])[N:3]=1.C(N(C(C)C)CC)(C)C.[C:18](O[C:18](=[O:23])[C:19]([CH3:22])([CH3:21])[CH3:20])(=[O:23])[C:19]([CH3:22])([CH3:21])[CH3:20]. (5) Given the product [I-:24].[Cl:1][C:2]1[C:11]2[C:6](=[CH:7][CH:8]=[CH:9][CH:10]=2)[CH:5]=[CH:4][C:3]=1[O:12][CH2:13][CH2:14][N+:15]([CH2:17][C:18]1[O:19][CH:20]=[CH:21][CH:22]=1)([CH3:23])[CH3:16], predict the reactants needed to synthesize it. The reactants are: [Cl:1][C:2]1[C:11]2[C:6](=[CH:7][CH:8]=[CH:9][CH:10]=2)[CH:5]=[CH:4][C:3]=1[O:12][CH2:13][CH2:14][N:15]([CH2:17][C:18]1[O:19][CH:20]=[CH:21][CH:22]=1)[CH3:16].[CH3:23][I:24].